From a dataset of Full USPTO retrosynthesis dataset with 1.9M reactions from patents (1976-2016). Predict the reactants needed to synthesize the given product. (1) Given the product [NH2:31][C:27]1([CH3:30])[CH2:28][CH2:29][N:24]([C:22]([C:21]2[CH:20]=[CH:19][C:18]([C:15]3[CH:16]=[CH:17][N:12]4[N:11]=[CH:10][C:9]([C:6]5[CH:7]=[CH:8][C:3]([C:1]#[N:2])=[CH:4][CH:5]=5)=[C:13]4[N:14]=3)=[CH:40][CH:39]=2)=[O:23])[CH2:25][CH2:26]1, predict the reactants needed to synthesize it. The reactants are: [C:1]([C:3]1[CH:8]=[CH:7][C:6]([C:9]2[CH:10]=[N:11][N:12]3[CH:17]=[CH:16][C:15]([C:18]4[CH:40]=[CH:39][C:21]([C:22]([N:24]5[CH2:29][CH2:28][C:27]([NH:31]C(=O)OC(C)(C)C)([CH3:30])[CH2:26][CH2:25]5)=[O:23])=[CH:20][CH:19]=4)=[N:14][C:13]=23)=[CH:5][CH:4]=1)#[N:2].C(O)(C(F)(F)F)=O. (2) Given the product [CH3:8][O:9][C:10]1[CH:15]=[CH:14][C:13]2[C:20](=[O:22])[CH2:19][CH2:18][CH2:17][CH2:16][C:12]=2[CH:11]=1, predict the reactants needed to synthesize it. The reactants are: [P+3]=O.CS(O)(=O)=O.[CH3:8][O:9][C:10]1[CH:11]=[C:12]([CH2:16][CH2:17][CH2:18][CH2:19][C:20]([OH:22])=O)[CH:13]=[CH:14][CH:15]=1. (3) Given the product [F:1][C:2]1[C:7]([S:8]([C:11]([F:14])([F:13])[F:12])(=[O:9])=[O:10])=[CH:6][CH:5]=[CH:4][C:3]=1[CH:15]1[CH2:20][CH2:19][NH:18][CH2:17][CH2:16]1, predict the reactants needed to synthesize it. The reactants are: [F:1][C:2]1[C:7]([S:8]([C:11]([F:14])([F:13])[F:12])(=[O:10])=[O:9])=[CH:6][CH:5]=[CH:4][C:3]=1[C:15]1[CH:20]=[CH:19][N:18]=[CH:17][CH:16]=1. (4) Given the product [F:3][C:4]1[CH:5]=[C:6]([C:10]2[N:11]([CH2:23][CH:24]([CH2:25][OH:1])[CH2:28][C:27]([O-:26])=[O:29])[CH:12]=[C:13]3[C:18]=2[C:17](=[O:19])[N:16]([CH3:20])[C:15](=[O:21])[N:14]3[CH3:22])[CH:7]=[CH:8][CH:9]=1.[Na+:2], predict the reactants needed to synthesize it. The reactants are: [OH-:1].[Na+:2].[F:3][C:4]1[CH:5]=[C:6]([C:10]2[N:11]([CH2:23][CH:24]3[CH2:28][C:27](=[O:29])[O:26][CH2:25]3)[CH:12]=[C:13]3[C:18]=2[C:17](=[O:19])[N:16]([CH3:20])[C:15](=[O:21])[N:14]3[CH3:22])[CH:7]=[CH:8][CH:9]=1. (5) Given the product [Cl:10][C:11]1[CH:19]=[CH:18][C:17]2[C:13](=[C:14]([I:20])[N:15]([CH2:3][CH2:4][N:5]3[CH2:9][CH2:8][CH2:7][CH2:6]3)[N:16]=2)[CH:12]=1, predict the reactants needed to synthesize it. The reactants are: Cl.Cl[CH2:3][CH2:4][N:5]1[CH2:9][CH2:8][CH2:7][CH2:6]1.[Cl:10][C:11]1[CH:12]=[C:13]2[C:17](=[CH:18][CH:19]=1)[NH:16][N:15]=[C:14]2[I:20].